Dataset: Reaction yield outcomes from USPTO patents with 853,638 reactions. Task: Predict the reaction yield, written as a fraction of the theoretical maximum amount of product (1.0 means a 100% yield; for example, 0.34 means a 34% yield). (1) The reactants are Br[C:2]1[C:3]([CH3:16])=[N:4][N:5]([C:7]2[CH:12]=[CH:11][N:10]=[C:9]3[NH:13][CH:14]=[CH:15][C:8]=23)[CH:6]=1.[C:17]([C:19]1[CH:20]=[C:21](B(O)O)[CH:22]=[CH:23][CH:24]=1)#[N:18].C(=O)([O-])[O-].[Na+].[Na+].COCCOC.O. The catalyst is C1C=CC([P]([Pd]([P](C2C=CC=CC=2)(C2C=CC=CC=2)C2C=CC=CC=2)([P](C2C=CC=CC=2)(C2C=CC=CC=2)C2C=CC=CC=2)[P](C2C=CC=CC=2)(C2C=CC=CC=2)C2C=CC=CC=2)(C2C=CC=CC=2)C2C=CC=CC=2)=CC=1. The product is [CH3:16][C:3]1[C:2]([C:23]2[CH:24]=[C:19]([CH:20]=[CH:21][CH:22]=2)[C:17]#[N:18])=[CH:6][N:5]([C:7]2[CH:12]=[CH:11][N:10]=[C:9]3[NH:13][CH:14]=[CH:15][C:8]=23)[N:4]=1. The yield is 0.440. (2) The reactants are [CH:1]([C:3]1[CH:4]=[C:5]([C@H:9]([O:11][C:12]([C@@H:14]2[CH2:19][CH2:18][CH2:17][N:16]([C:20](=[O:52])[C@@H:21]([NH:37][C:38](=[O:51])[C@@H:39]([NH:43][C:44](OC(C)(C)C)=[O:45])[CH:40]([CH3:42])[CH3:41])[CH2:22][C:23]3[CH:28]=[CH:27][CH:26]=[C:25]([O:29][Si:30]([C:33]([CH3:36])([CH3:35])[CH3:34])([CH3:32])[CH3:31])[CH:24]=3)[NH:15]2)=[O:13])[CH3:10])[CH:6]=[CH:7][CH:8]=1)=[CH2:2].[CH:53](N(CC)C(C)C)(C)C.C(N=C=NCCCN(C)C)C.[OH:73][C:74]1[C:82]2N=NN[C:78]=2[CH:77]=[CH:76][CH:75]=1. The catalyst is ClCCl. The product is [CH:8]([C:3]1[CH:4]=[C:5]([C@H:9]([O:11][C:12]([C@@H:14]2[CH2:19][CH2:18][CH2:17][N:16]([C:20](=[O:52])[C@@H:21]([NH:37][C:38](=[O:51])[C@@H:39]([NH:43][C:44](=[O:45])[CH2:75][C@H:74]([O:73][CH3:53])[CH2:82][CH2:78][CH:77]=[CH2:76])[CH:40]([CH3:42])[CH3:41])[CH2:22][C:23]3[CH:28]=[CH:27][CH:26]=[C:25]([O:29][Si:30]([C:33]([CH3:34])([CH3:35])[CH3:36])([CH3:31])[CH3:32])[CH:24]=3)[NH:15]2)=[O:13])[CH3:10])[CH:6]=[CH:2][CH:1]=1)=[CH2:7]. The yield is 0.320. (3) The reactants are [F:1][C:2]1[CH:10]=[CH:9][CH:8]=[C:7]2[C:3]=1[C:4]1([C:23]3[C:14](=[CH:15][C:16]4[O:21][CH2:20][CH2:19][O:18][C:17]=4[CH:22]=3)[O:13][CH2:12]1)[C:5](=[O:11])[NH:6]2.Cl.Cl[CH2:26][C:27]1[C:32]([C:33]([F:36])([F:35])[F:34])=[CH:31][CH:30]=[CH:29][N:28]=1.C(=O)([O-])[O-].[Cs+].[Cs+]. The catalyst is CN(C=O)C. The product is [F:1][C:2]1[CH:10]=[CH:9][CH:8]=[C:7]2[C:3]=1[C:4]1([C:23]3[C:14](=[CH:15][C:16]4[O:21][CH2:20][CH2:19][O:18][C:17]=4[CH:22]=3)[O:13][CH2:12]1)[C:5](=[O:11])[N:6]2[CH2:26][C:27]1[C:32]([C:33]([F:35])([F:34])[F:36])=[CH:31][CH:30]=[CH:29][N:28]=1. The yield is 0.820. (4) The reactants are [O:1]=[C:2]1[C@@H:8]([NH:9]C(=O)OCC2C=CC=CC=2)[CH2:7][CH2:6][S:5][C@H:4]2[CH2:20][CH2:21][CH2:22][CH2:23][N:3]12.I[Si](C)(C)C. The catalyst is C(Cl)Cl. The product is [NH2:9][C@H:8]1[CH2:7][CH2:6][S:5][C@H:4]2[CH2:20][CH2:21][CH2:22][CH2:23][N:3]2[C:2]1=[O:1]. The yield is 0.820. (5) The reactants are Cl[C:2]1[N:7]=[C:6]([N:8]2[CH2:13][CH2:12][O:11][CH2:10][CH2:9]2)[N:5]=[C:4]([N:14]2[CH2:20][CH:19]3[O:21][CH:16]([CH2:17][CH2:18]3)[CH2:15]2)[N:3]=1.C(=O)([O-])[O-].[Na+].[Na+].[NH2:28][C:29]1[CH:34]=[CH:33][C:32](B2OC(C)(C)C(C)(C)O2)=[CH:31][CH:30]=1. The catalyst is C1C=CC([P]([Pd]([P](C2C=CC=CC=2)(C2C=CC=CC=2)C2C=CC=CC=2)([P](C2C=CC=CC=2)(C2C=CC=CC=2)C2C=CC=CC=2)[P](C2C=CC=CC=2)(C2C=CC=CC=2)C2C=CC=CC=2)(C2C=CC=CC=2)C2C=CC=CC=2)=CC=1.COCCOC. The product is [N:8]1([C:6]2[N:5]=[C:4]([N:14]3[CH2:20][CH:19]4[O:21][CH:16]([CH2:17][CH2:18]4)[CH2:15]3)[N:3]=[C:2]([C:32]3[CH:33]=[CH:34][C:29]([NH2:28])=[CH:30][CH:31]=3)[N:7]=2)[CH2:13][CH2:12][O:11][CH2:10][CH2:9]1. The yield is 0.590.